From a dataset of Peptide-MHC class II binding affinity with 134,281 pairs from IEDB. Regression. Given a peptide amino acid sequence and an MHC pseudo amino acid sequence, predict their binding affinity value. This is MHC class II binding data. (1) The peptide sequence is AFKIAATAANAAPAN. The MHC is DRB1_0901 with pseudo-sequence DRB1_0901. The binding affinity (normalized) is 0.519. (2) The peptide sequence is YGNGILVGDNSFVSA. The MHC is DRB1_0404 with pseudo-sequence DRB1_0404. The binding affinity (normalized) is 0.723. (3) The peptide sequence is DASLPPRTWNGFLAP. The MHC is DRB1_0701 with pseudo-sequence DRB1_0701. The binding affinity (normalized) is 0.0778.